This data is from Catalyst prediction with 721,799 reactions and 888 catalyst types from USPTO. The task is: Predict which catalyst facilitates the given reaction. (1) Reactant: [N:1]1([CH:7]=[CH:8][C:9]([O:11][CH3:12])=[O:10])[CH2:6][CH2:5][CH2:4][CH2:3][CH2:2]1.[F-].[K+].[F:15][C:16]([F:21])([F:20])[C:17](F)=[O:18]. Product: [F:15][C:16]([F:21])([F:20])[C:17](=[O:18])[C:8](=[CH:7][N:1]1[CH2:6][CH2:5][CH2:4][CH2:3][CH2:2]1)[C:9]([O:11][CH3:12])=[O:10]. The catalyst class is: 11. (2) Reactant: [N:1]1[CH:6]=[CH:5][N:4]=[CH:3][C:2]=1[C:7]#[N:8].[CH3:9][O-:10].[Na+]. Product: [CH3:9][O:10][C:7]([C:2]1[CH:3]=[N:4][CH:5]=[CH:6][N:1]=1)=[NH:8]. The catalyst class is: 5. (3) The catalyst class is: 51. Reactant: Cl[C:2]1[N:7]=[C:6]([NH:8][C@H:9]([C:11]2[C:16]([F:17])=[CH:15][C:14]([F:18])=[CH:13][N:12]=2)[CH3:10])[N:5]=[C:4]([NH:19][C:20]2[N:21]=[CH:22][N:23]([CH3:25])[CH:24]=2)[N:3]=1.CCN(C(C)C)C(C)C.[NH:35]1[CH2:40][CH2:39][O:38][CH2:37][C@H:36]1[CH2:41][OH:42]. Product: [F:17][C:16]1[C:11]([C@@H:9]([NH:8][C:6]2[N:5]=[C:4]([NH:19][C:20]3[N:21]=[CH:22][N:23]([CH3:25])[CH:24]=3)[N:3]=[C:2]([N:35]3[CH2:40][CH2:39][O:38][CH2:37][C@H:36]3[CH2:41][OH:42])[N:7]=2)[CH3:10])=[N:12][CH:13]=[C:14]([F:18])[CH:15]=1. (4) Reactant: C(OCC)(=O)C.[C:7]1([CH2:13][CH2:14][CH2:15][CH2:16][CH2:17][CH2:18][CH:19]=[O:20])[CH:12]=[CH:11][CH:10]=[CH:9][CH:8]=1.[C-:21]#[N:22].[K+]. Product: [OH:20][CH:19]([CH2:18][CH2:17][CH2:16][CH2:15][CH2:14][CH2:13][C:7]1[CH:12]=[CH:11][CH:10]=[CH:9][CH:8]=1)[C:21]#[N:22]. The catalyst class is: 6. (5) Reactant: [N+:1]([C:4]1[CH:11]=[CH:10][C:7]([C:8]#N)=[C:6]([C:12]([F:15])([F:14])[F:13])[CH:5]=1)([O-:3])=[O:2].CC(C[AlH]CC(C)C)C.CO.S(=O)(=O)(O)[OH:28]. Product: [N+:1]([C:4]1[CH:11]=[CH:10][C:7]([CH:8]=[O:28])=[C:6]([C:12]([F:15])([F:14])[F:13])[CH:5]=1)([O-:3])=[O:2]. The catalyst class is: 11. (6) The catalyst class is: 46. Reactant: C(N(CC)CC)C.[N:8]1([S:14](Cl)(=[O:16])=[O:15])[CH2:13][CH2:12][O:11][CH2:10][CH2:9]1.[CH3:18][CH:19]1[CH2:23][CH2:22][CH2:21][N:20]1[CH2:24][CH2:25][CH2:26][O:27][C:28]1[CH:33]=[CH:32][C:31]([C:34]2[S:35][C:36]3[CH2:41][CH2:40][CH2:39][NH:38][C:37]=3[N:42]=2)=[CH:30][CH:29]=1.C(=O)([O-])[O-].[K+].[K+]. Product: [CH3:18][CH:19]1[CH2:23][CH2:22][CH2:21][N:20]1[CH2:24][CH2:25][CH2:26][O:27][C:28]1[CH:33]=[CH:32][C:31]([C:34]2[S:35][C:36]3[CH2:41][CH2:40][CH2:39][N:38]([S:14]([N:8]4[CH2:13][CH2:12][O:11][CH2:10][CH2:9]4)(=[O:16])=[O:15])[C:37]=3[N:42]=2)=[CH:30][CH:29]=1. (7) The catalyst class is: 4. Reactant: [NH2:1][C:2]1[CH:7]=[C:6]([C:8]2[N:12]3[N:13]=[C:14]([N:17]4[CH2:21][CH:20]5[CH2:22][N:23](C(OCCCC)=O)[CH2:24][CH:19]5[CH2:18]4)[CH:15]=[CH:16][C:11]3=[N:10][C:9]=2[C:32]2[CH:37]=[CH:36][C:35]([Cl:38])=[CH:34][CH:33]=2)[CH:5]=[CH:4][N:3]=1.Cl. Product: [Cl:38][C:35]1[CH:36]=[CH:37][C:32]([C:9]2[N:10]=[C:11]3[CH:16]=[CH:15][C:14]([N:17]4[CH2:21][CH:20]5[CH:19]([CH2:24][NH:23][CH2:22]5)[CH2:18]4)=[N:13][N:12]3[C:8]=2[C:6]2[CH:5]=[CH:4][N:3]=[C:2]([NH2:1])[CH:7]=2)=[CH:33][CH:34]=1.